From a dataset of NCI-60 drug combinations with 297,098 pairs across 59 cell lines. Regression. Given two drug SMILES strings and cell line genomic features, predict the synergy score measuring deviation from expected non-interaction effect. (1) Drug 1: CC1C(C(CC(O1)OC2CC(CC3=C2C(=C4C(=C3O)C(=O)C5=C(C4=O)C(=CC=C5)OC)O)(C(=O)CO)O)N)O.Cl. Drug 2: C(CCl)NC(=O)N(CCCl)N=O. Cell line: HOP-92. Synergy scores: CSS=38.8, Synergy_ZIP=-2.69, Synergy_Bliss=1.36, Synergy_Loewe=-32.7, Synergy_HSA=1.77. (2) Drug 1: C1=CN(C(=O)N=C1N)C2C(C(C(O2)CO)O)O.Cl. Drug 2: C1CC(C1)(C(=O)O)C(=O)O.[NH2-].[NH2-].[Pt+2]. Cell line: MCF7. Synergy scores: CSS=20.4, Synergy_ZIP=-10.2, Synergy_Bliss=-7.84, Synergy_Loewe=-1.76, Synergy_HSA=-1.68. (3) Drug 1: CS(=O)(=O)OCCCCOS(=O)(=O)C. Drug 2: C1CCC(C(C1)N)N.C(=O)(C(=O)[O-])[O-].[Pt+4]. Cell line: HT29. Synergy scores: CSS=50.7, Synergy_ZIP=-3.14, Synergy_Bliss=-4.25, Synergy_Loewe=-42.6, Synergy_HSA=-2.43. (4) Drug 1: C1=CC(=CC=C1CC(C(=O)O)N)N(CCCl)CCCl.Cl. Drug 2: C1=CC=C(C(=C1)C(C2=CC=C(C=C2)Cl)C(Cl)Cl)Cl. Cell line: UO-31. Synergy scores: CSS=7.01, Synergy_ZIP=-1.69, Synergy_Bliss=2.11, Synergy_Loewe=-0.653, Synergy_HSA=1.60. (5) Drug 1: CCC1(CC2CC(C3=C(CCN(C2)C1)C4=CC=CC=C4N3)(C5=C(C=C6C(=C5)C78CCN9C7C(C=CC9)(C(C(C8N6C=O)(C(=O)OC)O)OC(=O)C)CC)OC)C(=O)OC)O.OS(=O)(=O)O. Cell line: 786-0. Synergy scores: CSS=1.85, Synergy_ZIP=-1.15, Synergy_Bliss=-2.14, Synergy_Loewe=-0.808, Synergy_HSA=-0.967. Drug 2: CC1=C(C=C(C=C1)NC(=O)C2=CC=C(C=C2)CN3CCN(CC3)C)NC4=NC=CC(=N4)C5=CN=CC=C5. (6) Drug 1: CC(C1=C(C=CC(=C1Cl)F)Cl)OC2=C(N=CC(=C2)C3=CN(N=C3)C4CCNCC4)N. Drug 2: CCC(=C(C1=CC=CC=C1)C2=CC=C(C=C2)OCCN(C)C)C3=CC=CC=C3.C(C(=O)O)C(CC(=O)O)(C(=O)O)O. Cell line: SF-268. Synergy scores: CSS=5.72, Synergy_ZIP=5.51, Synergy_Bliss=6.87, Synergy_Loewe=-1.64, Synergy_HSA=1.57.